This data is from Cav3 T-type calcium channel HTS with 100,875 compounds. The task is: Binary Classification. Given a drug SMILES string, predict its activity (active/inactive) in a high-throughput screening assay against a specified biological target. (1) The molecule is S=C(Oc1c(cc(cc1)C)C)Nc1ccccc1. The result is 0 (inactive). (2) The compound is O=C(NC1CC(NC(C1)(C)C)(C)C)c1c(ccc(c1)C)C. The result is 0 (inactive). (3) The molecule is O=C(N(CCC#N)CCC#N)Cc1c(OC)cccc1. The result is 0 (inactive).